Dataset: Full USPTO retrosynthesis dataset with 1.9M reactions from patents (1976-2016). Task: Predict the reactants needed to synthesize the given product. The reactants are: [F:1][C:2]1[CH:10]=[CH:9][CH:8]=[C:7]([NH:11][C:12]2[N:17]=[C:16]([NH:18][C:19]3[CH:27]=[C:26]4[C:22]([CH2:23][CH2:24][NH:25]4)=[CH:21][C:20]=3[O:28][CH3:29])[NH:15][C:14]3=[N:30][CH:31]=[CH:32][C:13]=23)[C:3]=1[C:4]([NH2:6])=[O:5].Br[CH2:34][C:35](Cl)=[O:36].[CH3:38][NH2:39]. Given the product [F:1][C:2]1[CH:10]=[CH:9][CH:8]=[C:7]([NH:11][C:12]2[N:17]=[C:16]([NH:18][C:19]3[CH:27]=[C:26]4[C:22]([CH2:23][CH2:24][N:25]4[C:35](=[O:36])[CH2:34][NH:39][CH3:38])=[CH:21][C:20]=3[O:28][CH3:29])[NH:15][C:14]3=[N:30][CH:31]=[CH:32][C:13]=23)[C:3]=1[C:4]([NH2:6])=[O:5], predict the reactants needed to synthesize it.